From a dataset of Reaction yield outcomes from USPTO patents with 853,638 reactions. Predict the reaction yield, written as a fraction of the theoretical maximum amount of product (1.0 means a 100% yield; for example, 0.34 means a 34% yield). (1) The reactants are O[C:2]1[N:3]=[C:4]2[CH:12]=[C:11](/[CH:13]=[CH:14]/[C:15]3[S:16][CH:17]=[C:18]([CH:20]([CH3:22])[CH3:21])[N:19]=3)[CH:10]=[CH:9][N:5]2[C:6](=[O:8])[CH:7]=1.CN(C)C=O.C1(C)C=CC(S(Cl)(=O)=O)=CC=1.[OH:39][CH:40]1[CH2:45][CH2:44][CH2:43][NH:42][CH2:41]1. The catalyst is O1CCCC1.CN(C)C1C=CN=CC=1. The product is [OH:39][CH:40]1[CH2:45][CH2:44][CH2:43][N:42]([C:2]2[N:3]=[C:4]3[CH:12]=[C:11](/[CH:13]=[CH:14]/[C:15]4[S:16][CH:17]=[C:18]([CH:20]([CH3:22])[CH3:21])[N:19]=4)[CH:10]=[CH:9][N:5]3[C:6](=[O:8])[CH:7]=2)[CH2:41]1. The yield is 0.680. (2) The product is [CH:16]1([NH:19][C:11]([C:8]2[CH:7]=[C:6]([C:2]3[S:1][CH:5]=[CH:4][CH:3]=3)[O:10][N:9]=2)=[O:13])[CH2:18][CH2:17]1. The catalyst is C(O)C. The reactants are [S:1]1[CH:5]=[CH:4][CH:3]=[C:2]1[C:6]1[O:10][N:9]=[C:8]([C:11]([O:13]CC)=O)[CH:7]=1.[CH:16]1([NH2:19])[CH2:18][CH2:17]1.O. The yield is 0.640. (3) The reactants are [C:1]([C:3]1([CH2:16][OH:17])[CH2:8][CH2:7][N:6]([C:9]([O:11][C:12]([CH3:15])([CH3:14])[CH3:13])=[O:10])[CH2:5][CH2:4]1)#[N:2].[S:18](Cl)([C:21]1[CH:27]=[CH:26][C:24]([CH3:25])=[CH:23][CH:22]=1)(=[O:20])=[O:19]. The catalyst is CN(C1C=CN=CC=1)C.C(Cl)Cl. The product is [C:1]([C:3]1([CH2:16][O:17][S:18]([C:21]2[CH:27]=[CH:26][C:24]([CH3:25])=[CH:23][CH:22]=2)(=[O:20])=[O:19])[CH2:8][CH2:7][N:6]([C:9]([O:11][C:12]([CH3:13])([CH3:14])[CH3:15])=[O:10])[CH2:5][CH2:4]1)#[N:2]. The yield is 0.244. (4) The reactants are C([N:8]1[CH2:16][C:15]2[C:10](=[CH:11][CH:12]=[C:13]([C:17]3([OH:23])[CH2:22][CH2:21][O:20][CH2:19][CH2:18]3)[CH:14]=2)[CH2:9]1)C1C=CC=CC=1. The catalyst is CO.[Pd]. The product is [CH2:9]1[C:10]2[C:15](=[CH:14][C:13]([C:17]3([OH:23])[CH2:22][CH2:21][O:20][CH2:19][CH2:18]3)=[CH:12][CH:11]=2)[CH2:16][NH:8]1. The yield is 1.00. (5) The reactants are Cl[C:2]1[CH:3]=[CH:4][C:5]([N+:9]([O-:11])=[O:10])=[C:6]([CH:8]=1)[NH2:7].C(O)C.Cl.[CH3:16][NH:17][CH3:18]. The catalyst is C(N(CC)CC)C. The product is [CH3:16][N:17]([CH3:18])[C:2]1[CH:3]=[CH:4][C:5]([N+:9]([O-:11])=[O:10])=[C:6]([CH:8]=1)[NH2:7]. The yield is 0.960.